From a dataset of NCI-60 drug combinations with 297,098 pairs across 59 cell lines. Regression. Given two drug SMILES strings and cell line genomic features, predict the synergy score measuring deviation from expected non-interaction effect. (1) Drug 1: C1CC(C1)(C(=O)O)C(=O)O.[NH2-].[NH2-].[Pt+2]. Drug 2: B(C(CC(C)C)NC(=O)C(CC1=CC=CC=C1)NC(=O)C2=NC=CN=C2)(O)O. Cell line: SK-MEL-5. Synergy scores: CSS=27.3, Synergy_ZIP=-2.04, Synergy_Bliss=2.43, Synergy_Loewe=-27.3, Synergy_HSA=-1.45. (2) Drug 1: CC1=C(N=C(N=C1N)C(CC(=O)N)NCC(C(=O)N)N)C(=O)NC(C(C2=CN=CN2)OC3C(C(C(C(O3)CO)O)O)OC4C(C(C(C(O4)CO)O)OC(=O)N)O)C(=O)NC(C)C(C(C)C(=O)NC(C(C)O)C(=O)NCCC5=NC(=CS5)C6=NC(=CS6)C(=O)NCCC[S+](C)C)O. Drug 2: CCCCC(=O)OCC(=O)C1(CC(C2=C(C1)C(=C3C(=C2O)C(=O)C4=C(C3=O)C=CC=C4OC)O)OC5CC(C(C(O5)C)O)NC(=O)C(F)(F)F)O. Cell line: TK-10. Synergy scores: CSS=56.7, Synergy_ZIP=-2.33, Synergy_Bliss=0.626, Synergy_Loewe=0.264, Synergy_HSA=2.07. (3) Drug 1: CC1C(C(=O)NC(C(=O)N2CCCC2C(=O)N(CC(=O)N(C(C(=O)O1)C(C)C)C)C)C(C)C)NC(=O)C3=C4C(=C(C=C3)C)OC5=C(C(=O)C(=C(C5=N4)C(=O)NC6C(OC(=O)C(N(C(=O)CN(C(=O)C7CCCN7C(=O)C(NC6=O)C(C)C)C)C)C(C)C)C)N)C. Drug 2: CC1C(C(CC(O1)OC2CC(OC(C2O)C)OC3=CC4=CC5=C(C(=O)C(C(C5)C(C(=O)C(C(C)O)O)OC)OC6CC(C(C(O6)C)O)OC7CC(C(C(O7)C)O)OC8CC(C(C(O8)C)O)(C)O)C(=C4C(=C3C)O)O)O)O. Cell line: CCRF-CEM. Synergy scores: CSS=68.3, Synergy_ZIP=-4.14, Synergy_Bliss=1.06, Synergy_Loewe=-7.46, Synergy_HSA=-4.04. (4) Drug 1: CC1=C(C=C(C=C1)NC(=O)C2=CC=C(C=C2)CN3CCN(CC3)C)NC4=NC=CC(=N4)C5=CN=CC=C5. Drug 2: C1=CC=C(C(=C1)C(C2=CC=C(C=C2)Cl)C(Cl)Cl)Cl. Cell line: NCI-H226. Synergy scores: CSS=-1.84, Synergy_ZIP=-1.72, Synergy_Bliss=-3.37, Synergy_Loewe=-5.89, Synergy_HSA=-3.83. (5) Drug 1: CS(=O)(=O)C1=CC(=C(C=C1)C(=O)NC2=CC(=C(C=C2)Cl)C3=CC=CC=N3)Cl. Drug 2: CC(CN1CC(=O)NC(=O)C1)N2CC(=O)NC(=O)C2. Cell line: EKVX. Synergy scores: CSS=10.8, Synergy_ZIP=1.14, Synergy_Bliss=-4.84, Synergy_Loewe=-6.90, Synergy_HSA=-2.87. (6) Drug 1: CC1=C2C(C(=O)C3(C(CC4C(C3C(C(C2(C)C)(CC1OC(=O)C(C(C5=CC=CC=C5)NC(=O)OC(C)(C)C)O)O)OC(=O)C6=CC=CC=C6)(CO4)OC(=O)C)OC)C)OC. Synergy scores: CSS=56.0, Synergy_ZIP=7.85, Synergy_Bliss=5.85, Synergy_Loewe=-20.3, Synergy_HSA=7.08. Cell line: A549. Drug 2: CC12CCC(CC1=CCC3C2CCC4(C3CC=C4C5=CN=CC=C5)C)O.